Dataset: NCI-60 drug combinations with 297,098 pairs across 59 cell lines. Task: Regression. Given two drug SMILES strings and cell line genomic features, predict the synergy score measuring deviation from expected non-interaction effect. (1) Drug 1: CC1=C(C=C(C=C1)NC2=NC=CC(=N2)N(C)C3=CC4=NN(C(=C4C=C3)C)C)S(=O)(=O)N.Cl. Drug 2: CC1OCC2C(O1)C(C(C(O2)OC3C4COC(=O)C4C(C5=CC6=C(C=C35)OCO6)C7=CC(=C(C(=C7)OC)O)OC)O)O. Cell line: SNB-19. Synergy scores: CSS=55.7, Synergy_ZIP=14.7, Synergy_Bliss=12.2, Synergy_Loewe=-15.9, Synergy_HSA=11.2. (2) Cell line: SK-MEL-28. Synergy scores: CSS=9.76, Synergy_ZIP=-3.64, Synergy_Bliss=-1.46, Synergy_Loewe=-5.85, Synergy_HSA=-5.80. Drug 1: C1=CC(=CC=C1CCCC(=O)O)N(CCCl)CCCl. Drug 2: C1=NC(=NC(=O)N1C2C(C(C(O2)CO)O)O)N. (3) Drug 2: CC1=C(N=C(N=C1N)C(CC(=O)N)NCC(C(=O)N)N)C(=O)NC(C(C2=CN=CN2)OC3C(C(C(C(O3)CO)O)O)OC4C(C(C(C(O4)CO)O)OC(=O)N)O)C(=O)NC(C)C(C(C)C(=O)NC(C(C)O)C(=O)NCCC5=NC(=CS5)C6=NC(=CS6)C(=O)NCCC[S+](C)C)O. Synergy scores: CSS=47.6, Synergy_ZIP=2.24, Synergy_Bliss=2.67, Synergy_Loewe=-30.7, Synergy_HSA=-3.26. Cell line: ACHN. Drug 1: CC1=C(C=C(C=C1)NC(=O)C2=CC=C(C=C2)CN3CCN(CC3)C)NC4=NC=CC(=N4)C5=CN=CC=C5. (4) Drug 1: CC1=CC2C(CCC3(C2CCC3(C(=O)C)OC(=O)C)C)C4(C1=CC(=O)CC4)C. Drug 2: B(C(CC(C)C)NC(=O)C(CC1=CC=CC=C1)NC(=O)C2=NC=CN=C2)(O)O. Cell line: UACC-257. Synergy scores: CSS=2.21, Synergy_ZIP=2.16, Synergy_Bliss=6.34, Synergy_Loewe=4.37, Synergy_HSA=3.51. (5) Drug 1: CCC1(CC2CC(C3=C(CCN(C2)C1)C4=CC=CC=C4N3)(C5=C(C=C6C(=C5)C78CCN9C7C(C=CC9)(C(C(C8N6C=O)(C(=O)OC)O)OC(=O)C)CC)OC)C(=O)OC)O.OS(=O)(=O)O. Drug 2: CC1C(C(CC(O1)OC2CC(CC3=C2C(=C4C(=C3O)C(=O)C5=CC=CC=C5C4=O)O)(C(=O)C)O)N)O. Cell line: SF-295. Synergy scores: CSS=33.1, Synergy_ZIP=2.21, Synergy_Bliss=2.55, Synergy_Loewe=-0.462, Synergy_HSA=2.69.